Predict the reaction yield, written as a fraction of the theoretical maximum amount of product (1.0 means a 100% yield; for example, 0.34 means a 34% yield). From a dataset of Reaction yield outcomes from USPTO patents with 853,638 reactions. (1) The reactants are [C-:1]#[N:2].[Na+].[C:4](=[O:7])([O-])[O-].[NH4+:8].[NH4+].[F:10][C:11]([F:22])([F:21])[CH2:12][CH:13]([CH2:16][C:17]([F:20])([F:19])[F:18])[CH:14]=O.[OH2:23]. The catalyst is C(O)C. The product is [F:10][C:11]([F:22])([F:21])[CH2:12][CH:13]([CH:14]1[NH:8][C:1](=[O:23])[NH:2][C:4]1=[O:7])[CH2:16][C:17]([F:20])([F:19])[F:18]. The yield is 1.00. (2) The reactants are Br[CH2:2][CH2:3][O:4][CH3:5].[F:6][C:7]1[CH:8]=[CH:9][C:10]([N+:14]([O-:16])=[O:15])=[C:11]([OH:13])[CH:12]=1.C(=O)([O-])[O-].[K+].[K+]. The catalyst is CN(C=O)C.O. The product is [F:6][C:7]1[CH:8]=[CH:9][C:10]([N+:14]([O-:16])=[O:15])=[C:11]([O:13][CH2:2][CH2:3][O:4][CH3:5])[CH:12]=1. The yield is 0.910. (3) The reactants are [CH3:1][O:2][C:3]1[CH:4]=[C:5]([NH:15][C:16]([NH2:18])=[S:17])[CH:6]=[CH:7][C:8]=1[N:9]1[CH:13]=[C:12]([CH3:14])[N:11]=[CH:10]1.Br[CH:20]1[CH2:25][CH2:24][CH2:23][CH:22]([C:26]2[CH:31]=[CH:30][C:29]([Cl:32])=[CH:28][C:27]=2[Cl:33])[C:21]1=O. The catalyst is C(O)C. The product is [Cl:33][C:27]1[CH:28]=[C:29]([Cl:32])[CH:30]=[CH:31][C:26]=1[CH:22]1[C:21]2[N:18]=[C:16]([NH:15][C:5]3[CH:6]=[CH:7][C:8]([N:9]4[CH:13]=[C:12]([CH3:14])[N:11]=[CH:10]4)=[C:3]([O:2][CH3:1])[CH:4]=3)[S:17][C:20]=2[CH2:25][CH2:24][CH2:23]1. The yield is 0.370. (4) The reactants are ClC(OC(Cl)C)=O.[C:8]([C:12]1[CH:17]=[CH:16][C:15]([NH:18][C:19]2[C:20]3[CH2:30][CH2:29][N:28](CC4C=CC=CC=4)[CH2:27][C:21]=3[N:22]=[C:23]([S:25][CH3:26])[N:24]=2)=[CH:14][CH:13]=1)([CH3:11])([CH3:10])[CH3:9].C(N(C(C)C)CC)(C)C. The catalyst is ClCCCl. The product is [C:8]([C:12]1[CH:17]=[CH:16][C:15]([NH:18][C:19]2[C:20]3[CH2:30][CH2:29][NH:28][CH2:27][C:21]=3[N:22]=[C:23]([S:25][CH3:26])[N:24]=2)=[CH:14][CH:13]=1)([CH3:11])([CH3:9])[CH3:10]. The yield is 0.360. (5) The reactants are [CH2:1]([Si:3]([CH2:7][CH3:8])([CH2:5][CH3:6])Cl)[CH3:2].[CH2:9]([O:16][C:17](=[O:32])[NH:18][CH2:19][C@@H:20]([OH:31])[CH2:21][N:22]1[CH2:29][CH2:28][C:25]2([CH2:27][CH2:26]2)[C@H:24]([OH:30])[CH2:23]1)[C:10]1[CH:15]=[CH:14][CH:13]=[CH:12][CH:11]=1.N1[CH:37]=[CH:36]N=C1. The product is [CH2:9]([O:16][C:17](=[O:32])[NH:18][CH2:19][C@@H:20]([O:31][Si:3]([CH2:36][CH3:37])([CH2:5][CH3:6])[CH2:1][CH3:2])[CH2:21][N:22]1[CH2:29][CH2:28][C:25]2([CH2:27][CH2:26]2)[C@H:24]([O:30][Si:3]([CH2:7][CH3:8])([CH2:5][CH3:6])[CH2:1][CH3:2])[CH2:23]1)[C:10]1[CH:15]=[CH:14][CH:13]=[CH:12][CH:11]=1. The yield is 0.910. The catalyst is CN(C)C1C=CN=CC=1.CN(C)C=O.